Dataset: Catalyst prediction with 721,799 reactions and 888 catalyst types from USPTO. Task: Predict which catalyst facilitates the given reaction. (1) Reactant: [S:1]1[C:5]2[CH:6]=[C:7]([N:10]3[CH2:14][CH2:13][NH:12][C:11]3=[O:15])[CH:8]=[CH:9][C:4]=2[N:3]=[CH:2]1.Br[C:17]1[CH:18]=[CH:19][C:20]([CH3:23])=[N:21][CH:22]=1.N[C@@H]1CCCC[C@H]1N.P([O-])([O-])([O-])=O.[K+].[K+].[K+]. Product: [S:1]1[C:5]2[CH:6]=[C:7]([N:10]3[CH2:14][CH2:13][N:12]([C:17]4[CH:22]=[N:21][C:20]([CH3:23])=[CH:19][CH:18]=4)[C:11]3=[O:15])[CH:8]=[CH:9][C:4]=2[N:3]=[CH:2]1. The catalyst class is: 246. (2) Reactant: [C:1]1([CH2:7][CH2:8][NH2:9])[CH:6]=[CH:5][CH:4]=[CH:3][CH:2]=1.C(N(CC)CC)C.[F:17][C:18]1[CH:19]=[C:20]([CH:24]=[CH:25][CH:26]=1)[C:21](Cl)=[O:22]. Product: [C:1]1([CH2:7][CH2:8][NH:9][C:21](=[O:22])[C:20]2[CH:24]=[CH:25][CH:26]=[C:18]([F:17])[CH:19]=2)[CH:6]=[CH:5][CH:4]=[CH:3][CH:2]=1. The catalyst class is: 4. (3) Reactant: [S:1]1[CH:5]=[CH:4][CH:3]=[C:2]1[C:6](Cl)=[O:7].[Cl:9][C:10]1[CH:11]=[C:12]2[C:17](=[CH:18][CH:19]=1)[N:16]([CH2:20][C:21]1[CH:26]=[CH:25][C:24]([F:27])=[CH:23][CH:22]=1)[C:15](=[O:28])[C:14]([C:29]#[N:30])=[C:13]2[N:31]1[CH2:36][CH2:35][NH:34][CH2:33][CH2:32]1. Product: [Cl:9][C:10]1[CH:11]=[C:12]2[C:17](=[CH:18][CH:19]=1)[N:16]([CH2:20][C:21]1[CH:22]=[CH:23][C:24]([F:27])=[CH:25][CH:26]=1)[C:15](=[O:28])[C:14]([C:29]#[N:30])=[C:13]2[N:31]1[CH2:36][CH2:35][N:34]([C:6]([C:2]2[S:1][CH:5]=[CH:4][CH:3]=2)=[O:7])[CH2:33][CH2:32]1. The catalyst class is: 17. (4) Reactant: [CH3:1][O:2][C:3]1[CH:8]=[CH:7][C:6]([S:9]([N:12]([C:27]2[CH:32]=[CH:31][C:30]([O:33][CH2:34][CH2:35][N:36]3[CH2:40][CH2:39][CH2:38][CH2:37]3)=[CH:29][CH:28]=2)[CH2:13][C:14]2[CH:19]=[CH:18][C:17]([O:20]C3CCCCO3)=[CH:16][CH:15]=2)(=[O:11])=[O:10])=[CH:5][CH:4]=1.[ClH:41].O1CCOCC1. Product: [ClH:41].[OH:20][C:17]1[CH:16]=[CH:15][C:14]([CH2:13][N:12]([C:27]2[CH:32]=[CH:31][C:30]([O:33][CH2:34][CH2:35][N:36]3[CH2:37][CH2:38][CH2:39][CH2:40]3)=[CH:29][CH:28]=2)[S:9]([C:6]2[CH:5]=[CH:4][C:3]([O:2][CH3:1])=[CH:8][CH:7]=2)(=[O:10])=[O:11])=[CH:19][CH:18]=1. The catalyst class is: 8. (5) Reactant: [N:1]1([C:8]2[N:13]=[C:12]([CH:14]3[CH2:16][CH2:15]3)[N:11]=[C:10]([NH:17][CH:18]3[CH2:20][CH2:19]3)[C:9]=2[N+:21]([O-])=O)[CH2:7][CH2:6][CH2:5][CH2:4][CH2:3][CH2:2]1.S(S([O-])=O)([O-])=O.[Na+].[Na+].N. Product: [N:1]1([C:8]2[N:13]=[C:12]([CH:14]3[CH2:16][CH2:15]3)[N:11]=[C:10]([NH:17][CH:18]3[CH2:19][CH2:20]3)[C:9]=2[NH2:21])[CH2:7][CH2:6][CH2:5][CH2:4][CH2:3][CH2:2]1. The catalyst class is: 708.